This data is from Catalyst prediction with 721,799 reactions and 888 catalyst types from USPTO. The task is: Predict which catalyst facilitates the given reaction. (1) Reactant: [ClH:1].C(OC(=O)[NH:8][CH:9]1[CH2:14][CH2:13][CH:12]([C:15]([N:17]([CH3:19])[CH3:18])=[O:16])[CH2:11][CH2:10]1)(C)(C)C. Product: [NH2:8][CH:9]1[CH2:10][CH2:11][CH:12]([C:15]([N:17]([CH3:19])[CH3:18])=[O:16])[CH2:13][CH2:14]1.[ClH:1]. The catalyst class is: 169. (2) Reactant: [CH2:1]([O:8][C:9]1[CH:10]=[C:11]([CH2:15][CH:16]([NH:22][C:23]([NH:25][CH2:26][C:27]2[CH:32]=[CH:31][C:30]([NH:33]C(OC(C)(C)C)=O)=[CH:29][CH:28]=2)=[O:24])[C:17]([O:19][CH2:20][CH3:21])=[O:18])[CH:12]=[CH:13][CH:14]=1)[C:2]1[CH:7]=[CH:6][CH:5]=[CH:4][CH:3]=1. Product: [NH2:33][C:30]1[CH:29]=[CH:28][C:27]([CH2:26][NH:25][C:23](=[O:24])[NH:22][CH:16]([CH2:15][C:11]2[CH:12]=[CH:13][CH:14]=[C:9]([O:8][CH2:1][C:2]3[CH:3]=[CH:4][CH:5]=[CH:6][CH:7]=3)[CH:10]=2)[C:17]([O:19][CH2:20][CH3:21])=[O:18])=[CH:32][CH:31]=1. The catalyst class is: 2. (3) Reactant: [O:1]=[C:2]1[N:6]([CH3:7])[C:5]([C:13]2[CH:18]=[CH:17][CH:16]=[C:15]([CH3:19])[CH:14]=2)([CH2:8][O:9]CC=C)[C:4](=[O:20])[N:3]1[C:21]1[CH:28]=[CH:27][C:24]([C:25]#[N:26])=[C:23]([C:29]([F:32])([F:31])[F:30])[CH:22]=1. Product: [O:1]=[C:2]1[N:6]([CH3:7])[C:5]([CH2:8][OH:9])([C:13]2[CH:18]=[CH:17][CH:16]=[C:15]([CH3:19])[CH:14]=2)[C:4](=[O:20])[N:3]1[C:21]1[CH:28]=[CH:27][C:24]([C:25]#[N:26])=[C:23]([C:29]([F:32])([F:30])[F:31])[CH:22]=1. The catalyst class is: 2. (4) Reactant: [N+:1]([C:4]1[CH:17]=[CH:16][C:7]([O:8][CH2:9][C:10]2[CH:15]=[CH:14][CH:13]=[CH:12][N:11]=2)=[CH:6][CH:5]=1)([O-])=O.[NH4+].[Cl-].CC1C=CC([N+]([O-])=O)=CC=1O. Product: [NH2:1][C:4]1[CH:17]=[CH:16][C:7]([O:8][CH2:9][C:10]2[CH:15]=[CH:14][CH:13]=[CH:12][N:11]=2)=[CH:6][CH:5]=1. The catalyst class is: 40. (5) The catalyst class is: 34. Reactant: [CH2:1]([C:3]1[C:11]2[N:10]3[CH:12]=[CH:13][N:14]=[C:9]3[CH:8]=[N:7][C:6]=2[N:5](COCC[Si](C)(C)C)[C:4]=1[C:23]1[CH:28]=[CH:27][C:26]([C:29](=[O:31])[CH3:30])=[CH:25][CH:24]=1)[CH3:2].C(O)(C(F)(F)F)=O.[NH4+].[OH-]. Product: [CH2:1]([C:3]1[C:11]2[N:10]3[CH:12]=[CH:13][N:14]=[C:9]3[CH:8]=[N:7][C:6]=2[NH:5][C:4]=1[C:23]1[CH:28]=[CH:27][C:26]([C:29](=[O:31])[CH3:30])=[CH:25][CH:24]=1)[CH3:2].